The task is: Predict which catalyst facilitates the given reaction.. This data is from Catalyst prediction with 721,799 reactions and 888 catalyst types from USPTO. (1) Reactant: [O:1]=[C:2]1[C:7]2[C:8]([C:16]3[CH:17]=[C:18]([C:21]([NH2:23])=O)[S:19][CH:20]=3)=[CH:9][N:10]([CH:11]([CH2:14][CH3:15])[CH2:12][CH3:13])[C:6]=2[CH:5]=[CH:4][NH:3]1.FC(F)(F)C(OC(=O)C(F)(F)F)=O. The catalyst class is: 287. Product: [O:1]=[C:2]1[C:7]2[C:8]([C:16]3[CH:17]=[C:18]([C:21]#[N:23])[S:19][CH:20]=3)=[CH:9][N:10]([CH:11]([CH2:14][CH3:15])[CH2:12][CH3:13])[C:6]=2[CH:5]=[CH:4][NH:3]1. (2) Reactant: CS(C)=O.C(Cl)(=O)C(Cl)=O.[OH:11][C@@H:12]1[CH2:16][O:15][CH2:14][C@H:13]1[NH:17][C:18](=[O:27])[O:19][CH2:20][C:21]1[CH:26]=[CH:25][CH:24]=[CH:23][CH:22]=1.C(N(CC)CC)C. Product: [O:11]=[C:12]1[CH2:16][O:15][CH2:14][CH:13]1[NH:17][C:18](=[O:27])[O:19][CH2:20][C:21]1[CH:22]=[CH:23][CH:24]=[CH:25][CH:26]=1. The catalyst class is: 4. (3) Reactant: S(O)(O)(=O)=O.N[C:7]1[CH:8]=[C:9]([B:13]([OH:15])[OH:14])[CH:10]=[CH:11][CH:12]=1.NC1C=C(B(O)[OH:24])C=CC=1.OS(O)(=O)=O.N([O-])=O.[Na+].C. Product: [OH:24][C:7]1[CH:8]=[C:9]([B:13]([OH:15])[OH:14])[CH:10]=[CH:11][CH:12]=1. The catalyst class is: 6. (4) Product: [NH2:1][C:2]1[N:3]=[CH:4][C:5]2[S:10][C:9](=[O:11])[N:8]([C@@H:12]3[O:24][C@H:23]([CH2:25][OH:26])[C@@H:18]([OH:19])[C@H:13]3[OH:14])[C:6]=2[N:7]=1. The catalyst class is: 5. Reactant: [NH2:1][C:2]1[N:3]=[CH:4][C:5]2[S:10][C:9](=[O:11])[N:8]([C@@H:12]3[O:24][C@H:23]([CH2:25][O:26]C(=O)C)[C@@H:18]([O:19]C(=O)C)[C@H:13]3[O:14]C(=O)C)[C:6]=2[N:7]=1.C([O-])([O-])=O.[K+].[K+].CC(O)=O. (5) Reactant: [Cl:1][C:2]1[CH:7]=[C:6]2[NH:8][C:9](=[O:32])[C:10]3([CH:15]([C:16]4[CH:21]=[CH:20][CH:19]=[C:18]([Cl:22])[CH:17]=4)[CH:14]([CH3:23])[C:13](=O)[NH:12][CH:11]3[C:25]3[CH:30]=[CH:29][CH:28]=[CH:27][C:26]=3[CH3:31])[C:5]2=[CH:4][CH:3]=1.[BH4-].[Na+]. Product: [Cl:1][C:2]1[CH:7]=[C:6]2[NH:8][C:9](=[O:32])[C:10]3([CH:15]([C:16]4[CH:21]=[CH:20][CH:19]=[C:18]([Cl:22])[CH:17]=4)[CH:14]([CH3:23])[CH2:13][NH:12][CH:11]3[C:25]3[CH:30]=[CH:29][CH:28]=[CH:27][C:26]=3[CH3:31])[C:5]2=[CH:4][CH:3]=1. The catalyst class is: 5. (6) Reactant: [Cl:1][C:2]1[CH:31]=[CH:30][CH:29]=[C:28]([CH3:32])[C:3]=1[CH2:4][N:5]1[C:13]2[C:8](=[C:9]([F:14])[CH:10]=[CH:11][CH:12]=2)[C:7]([C:15]2[C:24]([F:25])=[CH:23][C:18]([C:19]([O:21]C)=[O:20])=[C:17]([O:26]C)[CH:16]=2)=[N:6]1.B(Br)(Br)Br. Product: [Cl:1][C:2]1[CH:31]=[CH:30][CH:29]=[C:28]([CH3:32])[C:3]=1[CH2:4][N:5]1[C:13]2[C:8](=[C:9]([F:14])[CH:10]=[CH:11][CH:12]=2)[C:7]([C:15]2[C:24]([F:25])=[CH:23][C:18]([C:19]([OH:21])=[O:20])=[C:17]([OH:26])[CH:16]=2)=[N:6]1. The catalyst class is: 2. (7) Reactant: [C:1]([C:5]([NH:7][C:8]1[CH:13]=[CH:12][CH:11]=[C:10]([C:14]2[CH:19]=[CH:18][C:17]([CH:20]=[O:21])=[CH:16][C:15]=2[O:22][CH:23]([CH3:25])[CH3:24])[N:9]=1)=[O:6])([CH3:4])([CH3:3])[CH3:2].[I-].[CH3:27][S+](C)C.[OH-].[K+].C(#N)C. Product: [C:1]([C:5]([NH:7][C:8]1[CH:13]=[CH:12][CH:11]=[C:10]([C:14]2[CH:19]=[CH:18][C:17]([CH:20]3[CH2:27][O:21]3)=[CH:16][C:15]=2[O:22][CH:23]([CH3:25])[CH3:24])[N:9]=1)=[O:6])([CH3:4])([CH3:2])[CH3:3]. The catalyst class is: 6. (8) Reactant: [OH:1][C@@:2]1([CH2:18][CH2:19][CH3:20])[CH2:6][CH2:5][N:4](C(OCC2C=CC=CC=2)=O)[C@H:3]1[CH3:17]. Product: [CH3:17][C@H:3]1[C@@:2]([CH2:18][CH2:19][CH3:20])([OH:1])[CH2:6][CH2:5][NH:4]1. The catalyst class is: 386.